This data is from Forward reaction prediction with 1.9M reactions from USPTO patents (1976-2016). The task is: Predict the product of the given reaction. (1) Given the reactants C([N:8]([C@@H:20]([CH2:23][C:24]1[CH:29]=[CH:28][C:27]([S:30]([C:33]2[CH:38]=[CH:37][CH:36]=[CH:35][CH:34]=2)(=[O:32])=[O:31])=[CH:26][CH:25]=1)[CH2:21][OH:22])[CH2:9][C@H:10]([OH:19])[CH2:11][O:12][C:13]1[CH:18]=[CH:17][CH:16]=[CH:15][CH:14]=1)C1C=CC=CC=1.[H][H], predict the reaction product. The product is: [OH:19][C@H:10]([CH2:11][O:12][C:13]1[CH:14]=[CH:15][CH:16]=[CH:17][CH:18]=1)[CH2:9][NH:8][C@@H:20]([CH2:23][C:24]1[CH:29]=[CH:28][C:27]([S:30]([C:33]2[CH:34]=[CH:35][CH:36]=[CH:37][CH:38]=2)(=[O:31])=[O:32])=[CH:26][CH:25]=1)[CH2:21][OH:22]. (2) Given the reactants Br[C:2]1[CH:7]=[CH:6][C:5]([C@@H:8]([C:19]2[CH:24]=[CH:23][CH:22]=[CH:21][CH:20]=2)[O:9][C@@H:10]([CH2:15][CH:16]([CH3:18])[CH3:17])[C:11]([O:13][CH3:14])=[O:12])=[CH:4][CH:3]=1.[N:25]1[C:34]2[C:29](=[CH:30][CH:31]=[CH:32][CH:33]=2)[CH:28]=[C:27](B(O)O)[CH:26]=1, predict the reaction product. The product is: [CH3:17][CH:16]([CH3:18])[CH2:15][C@H:10]([O:9][C@H:8]([C:19]1[CH:24]=[CH:23][CH:22]=[CH:21][CH:20]=1)[C:5]1[CH:6]=[CH:7][C:2]([C:27]2[CH:26]=[N:25][C:34]3[C:29]([CH:28]=2)=[CH:30][CH:31]=[CH:32][CH:33]=3)=[CH:3][CH:4]=1)[C:11]([O:13][CH3:14])=[O:12]. (3) Given the reactants [Cl:1][C:2]1[CH:3]=[C:4]([C@@H:8]2[CH2:12][O:11][C:10](=[O:13])[N:9]2[CH:14]2[CH2:19][CH2:18][N:17]([CH2:20][C:21]3[C:22]([CH3:35])=[N:23][C:24]([O:27][C:28]4[CH:33]=[CH:32][C:31]([OH:34])=[CH:30][CH:29]=4)=[CH:25][CH:26]=3)[CH2:16][CH2:15]2)[CH:5]=[CH:6][CH:7]=1.[H-].[Na+].[C:38]([O:42][C:43](=[O:46])[CH2:44]Br)([CH3:41])([CH3:40])[CH3:39], predict the reaction product. The product is: [C:38]([O:42][C:43](=[O:46])[CH2:44][O:34][C:31]1[CH:30]=[CH:29][C:28]([O:27][C:24]2[CH:25]=[CH:26][C:21]([CH2:20][N:17]3[CH2:18][CH2:19][CH:14]([N:9]4[C@H:8]([C:4]5[CH:5]=[CH:6][CH:7]=[C:2]([Cl:1])[CH:3]=5)[CH2:12][O:11][C:10]4=[O:13])[CH2:15][CH2:16]3)=[C:22]([CH3:35])[N:23]=2)=[CH:33][CH:32]=1)([CH3:41])([CH3:40])[CH3:39]. (4) Given the reactants C([N:5]1[C:9]([NH:10][C:11](=[O:36])[CH2:12][C:13]2[C:18]([O:19][CH3:20])=[CH:17][C:16]([O:21][C:22]3[C:31]4[C:26](=[CH:27][C:28]([O:34][CH3:35])=[C:29]([O:32][CH3:33])[CH:30]=4)[N:25]=[CH:24][CH:23]=3)=[CH:15][N:14]=2)=[C:8]([CH3:37])[C:7]([CH3:38])=[N:6]1)(C)(C)C.C1(OC)C=CC=CC=1.FC(F)(F)C(O)=O.C(=O)(O)[O-].[Na+], predict the reaction product. The product is: [CH3:37][C:8]1[C:9]([NH:10][C:11](=[O:36])[CH2:12][C:13]2[C:18]([O:19][CH3:20])=[CH:17][C:16]([O:21][C:22]3[C:31]4[C:26](=[CH:27][C:28]([O:34][CH3:35])=[C:29]([O:32][CH3:33])[CH:30]=4)[N:25]=[CH:24][CH:23]=3)=[CH:15][N:14]=2)=[N:5][NH:6][C:7]=1[CH3:38]. (5) The product is: [Br:5][C:6]1[CH:7]=[CH:8][C:9]([CH2:10][N:11]2[C:15]3[CH:16]=[C:17]([OH:20])[CH:18]=[CH:19][C:14]=3[N:13]=[C:12]2[CH2:22][C:23]([CH3:29])([CH3:30])[C:24]([O:26][CH2:27][CH3:28])=[O:25])=[CH:31][CH:32]=1. Given the reactants B(Br)(Br)Br.[Br:5][C:6]1[CH:32]=[CH:31][C:9]([CH2:10][N:11]2[C:15]3[CH:16]=[C:17]([O:20]C)[CH:18]=[CH:19][C:14]=3[N:13]=[C:12]2[CH2:22][C:23]([CH3:30])([CH3:29])[C:24]([O:26][CH2:27][CH3:28])=[O:25])=[CH:8][CH:7]=1, predict the reaction product.